This data is from Catalyst prediction with 721,799 reactions and 888 catalyst types from USPTO. The task is: Predict which catalyst facilitates the given reaction. Reactant: [F-].C([N+](CCCC)(CCCC)CCCC)CCC.[Si]([O:26][CH:27]1[CH2:35][CH2:34][C:33]2[N:29]([C:30]3[N:49]=[CH:48][N:47]=[C:46]([NH2:50])[C:31]=3[C:32]=2[C:36]2[CH:37]=[N:38][C:39]3[C:44]([CH:45]=2)=[CH:43][CH:42]=[CH:41][CH:40]=3)[CH2:28]1)(C(C)(C)C)(C)C. Product: [NH2:50][C:46]1[C:31]2[C:32]([C:36]3[CH:37]=[N:38][C:39]4[C:44]([CH:45]=3)=[CH:43][CH:42]=[CH:41][CH:40]=4)=[C:33]3[N:29]([C:30]=2[N:49]=[CH:48][N:47]=1)[CH2:28][CH:27]([OH:26])[CH2:35][CH2:34]3. The catalyst class is: 1.